From a dataset of Forward reaction prediction with 1.9M reactions from USPTO patents (1976-2016). Predict the product of the given reaction. (1) Given the reactants [CH2:1]([O:3][C:4]([C:6]1[NH:7][C:8]2[C:13]([CH:14]=1)=[CH:12][C:11]([C:15]1[CH:20]=[CH:19][C:18]([C:21]([CH3:24])([CH3:23])[CH3:22])=[CH:17][CH:16]=1)=[CH:10][CH:9]=2)=[O:5])[CH3:2].Br[C:26]1[CH:31]=[CH:30][C:29]([N+:32]([O-:34])=[O:33])=[CH:28][CH:27]=1.[OH-].[Na+:36], predict the reaction product. The product is: [CH2:1]([O:3][C:4]([C:6]1[N:7]([C:26]2[CH:31]=[CH:30][C:29]([N+:32]([O-:34])=[O:33])=[CH:28][CH:27]=2)[C:8]2[C:13]([CH:14]=1)=[CH:12][C:11]([C:15]1[CH:16]=[CH:17][C:18]([C:21]([CH3:23])([CH3:22])[CH3:24])=[CH:19][CH:20]=1)=[CH:10][CH:9]=2)=[O:5])[CH3:2].[C:21]([C:18]1[CH:17]=[CH:16][C:15]([C:11]2[CH:12]=[C:13]3[C:8](=[CH:9][CH:10]=2)[N:7]([C:26]2[CH:31]=[CH:30][C:29]([N+:32]([O-:34])=[O:33])=[CH:28][CH:27]=2)[C:6]([C:4]([O-:3])=[O:5])=[CH:14]3)=[CH:20][CH:19]=1)([CH3:24])([CH3:23])[CH3:22].[Na+:36]. (2) The product is: [CH3:1][N:2]1[CH2:3][CH2:4][N:5]([C:8]2[C:13]3[CH2:14][C@H:15]([NH:18][C:19](=[O:32])[C:20]4[CH:21]=[CH:22][C:23]([N:26]5[CH2:27][CH2:28][N:29]([CH2:44][CH2:45][O:46][CH2:47][C:48]6[CH:53]=[CH:52][CH:51]=[CH:50][CH:49]=6)[CH2:30][CH2:31]5)=[CH:24][CH:25]=4)[CH2:16][O:17][C:12]=3[CH:11]=[CH:10][CH:9]=2)[CH2:6][CH2:7]1. Given the reactants [CH3:1][N:2]1[CH2:7][CH2:6][N:5]([C:8]2[C:13]3[CH2:14][C@H:15]([NH:18][C:19](=[O:32])[C:20]4[CH:25]=[CH:24][C:23]([N:26]5[CH2:31][CH2:30][NH:29][CH2:28][CH2:27]5)=[CH:22][CH:21]=4)[CH2:16][O:17][C:12]=3[CH:11]=[CH:10][CH:9]=2)[CH2:4][CH2:3]1.C(=O)([O-])[O-].[K+].[K+].S(O[CH2:44][CH2:45][O:46][CH2:47][C:48]1[CH:53]=[CH:52][CH:51]=[CH:50][CH:49]=1)(=O)(=O)C, predict the reaction product. (3) Given the reactants [F:1][C:2]1([F:24])[CH2:7][CH2:6][NH:5][C@@H:4]([C:8]([NH:10][C:11]2([C:14]3[CH:23]=[CH:22][C:17]([C:18]([O:20][CH3:21])=[O:19])=[CH:16][CH:15]=3)[CH2:13][CH2:12]2)=[O:9])[CH2:3]1.[F:25][C:26]([F:36])([F:35])[C:27]1[CH:34]=[CH:33][C:30]([CH2:31]Br)=[CH:29][CH:28]=1, predict the reaction product. The product is: [F:24][C:2]1([F:1])[CH2:7][CH2:6][N:5]([CH2:31][C:30]2[CH:29]=[CH:28][C:27]([C:26]([F:25])([F:35])[F:36])=[CH:34][CH:33]=2)[C@@H:4]([C:8]([NH:10][C:11]2([C:14]3[CH:23]=[CH:22][C:17]([C:18]([O:20][CH3:21])=[O:19])=[CH:16][CH:15]=3)[CH2:12][CH2:13]2)=[O:9])[CH2:3]1.